Dataset: Drug-target binding data from BindingDB using IC50 measurements. Task: Regression. Given a target protein amino acid sequence and a drug SMILES string, predict the binding affinity score between them. We predict pIC50 (pIC50 = -log10(IC50 in M); higher means more potent). Dataset: bindingdb_ic50. (1) The small molecule is COc1ccc(N2CCN(c3ncnc4c3cnn4-c3ccccc3)CC2)cc1. The target protein (P11169) has sequence MGTQKVTPALIFAITVATIGSFQFGYNTGVINAPEKIIKEFINKTLTDKGNAPPSEVLLTSLWSLSVAIFSVGGMIGSFSVGLFVNRFGRRNSMLIVNLLAVTGGCFMGLCKVAKSVEMLILGRLVIGLFCGLCTGFVPMYIGEISPTALRGAFGTLNQLGIVVGILVAQIFGLEFILGSEELWPLLLGFTILPAILQSAALPFCPESPRFLLINRKEEENAKQILQRLWGTQDVSQDIQEMKDESARMSQEKQVTVLELFRVSSYRQPIIISIVLQLSQQLSGINAVFYYSTGIFKDAGVQEPIYATIGAGVVNTIFTVVSLFLVERAGRRTLHMIGLGGMAFCSTLMTVSLLLKDNYNGMSFVCIGAILVFVAFFEIGPGPIPWFIVAELFSQGPRPAAMAVAGCSNWTSNFLVGLLFPSAAHYLGAYVFIIFTGFLITFLAFTFFKVPETRGRTFEDITRAFEGQAHGADRSGKDGVMEMNSIEPAKETTTNV. The pIC50 is 5.8. (2) The pIC50 is 4.4. The small molecule is CN(C)c1ccc(/C=C2\CNC/C(=C\c3ccc(N(C)C)cc3[N+](=O)[O-])C2=O)c([N+](=O)[O-])c1. The target is SSSEEGLTCRGIPNSISI. (3) The compound is CC(C)(C)c1cc(NC(=O)Nc2ccc(Cl)cc2)n(-c2cccc(N)c2)n1. The target protein sequence is QTQGLAKDAWEIPRESLRLEVKLGQGCFGEVWMGTWNGTTRVAIKTLKPGTMSPEAFLQEAQVMKKLRHEKLVQLYAVVSEEPIYIVMEYMSKGSLLDFLKGEMGKYLRLPQLVDMAAQIASGMAYVERMNYVHRDLRAANILVGENLVCKVADFGLARLIEDNEYTARQGAKFPIKWTAPEAALYGRFTIKSDVWSFGILLTELTTKGRVPYPGMVNREVLDQVERGYRMPCPPECPESLHDLMCQCWRKDPEERPTFEYLQAFLEDYFTSTEPQYQPGENL. The pIC50 is 4.6. (4) The small molecule is CN(C)CCCC(=O)Nc1ccc2ncnc(Nc3ccc(NC(=O)Nc4cc(C(C)(C)C)nn4-c4cccc(N)c4)cc3)c2c1. The target protein sequence is MSNAPLNGVKLNPLDDPNKVIKVLASDGKTGEQREIAYTNCKVIGNGSFGVVFQAKLVSQGSEPAEGSSKESDEVAIKKVLQDKRFKNRELQIMRIVKHPNVVDLKAFFYSNGDKKDEVFLNLVLEYVPETVYRASRHYAKLKQTMPMLLIKLYMYQLLRSLAYIHSIGICHRDIKPQNLLLDPPSGVLKLIDFGSAKILIAGEPNVSYICSRYYRAPELIFGATNYTTNIDIWSTGCVMAELMQGQPLFPGESGIDQLVEIIKVLGTPSREQIKTMNPNYMEHKFPQIRPHPFSKVFRPRTPPDAIDLISRLLEYTPSARLTAIEALCHPFFDELRTGEARMPNGRELPPLFNWTKEELSVRPDLISRLVPQHAEAELLSRGIDVHNFQPIPLESLKVTLD. The pIC50 is 5.6.